Dataset: Forward reaction prediction with 1.9M reactions from USPTO patents (1976-2016). Task: Predict the product of the given reaction. (1) Given the reactants [C:1]1([C:7]2[N:12]=[C:11]([CH:13]=O)[CH:10]=[CH:9][C:8]=2[C:15]2[CH:20]=[CH:19][C:18]([CH3:21])=[CH:17][CH:16]=2)[CH:6]=[CH:5][CH:4]=[CH:3][CH:2]=1.[NH2:22][CH2:23][CH2:24][CH2:25][P:26](=[O:29])([OH:28])[OH:27].[BH3-]C#N.[Na+], predict the reaction product. The product is: [C:1]1([C:7]2[N:12]=[C:11]([CH2:13][NH:22][CH2:23][CH2:24][CH2:25][P:26](=[O:27])([OH:29])[OH:28])[CH:10]=[CH:9][C:8]=2[C:15]2[CH:20]=[CH:19][C:18]([CH3:21])=[CH:17][CH:16]=2)[CH:6]=[CH:5][CH:4]=[CH:3][CH:2]=1. (2) Given the reactants [Cl:1][C:2]1[CH:13]=[CH:12][C:5]([O:6][CH2:7][CH:8]([NH2:11])[CH2:9][NH2:10])=[CH:4][CH:3]=1.[C:14](O)(=O)C.C(N)=N, predict the reaction product. The product is: [Cl:1][C:2]1[CH:3]=[CH:4][C:5]([O:6][CH2:7][CH:8]2[CH2:9][NH:10][CH:14]=[N:11]2)=[CH:12][CH:13]=1. (3) Given the reactants [C:1]1([CH2:11][N:12]2[CH2:17][CH2:16][CH:15]([CH2:18][NH:19][C:20]3[NH:24][C:23]4[CH:25]=[CH:26][CH:27]=[C:28]([N+:29]([O-])=O)[C:22]=4[N:21]=3)[CH2:14][CH2:13]2)[C:10]2[C:5](=[CH:6][CH:7]=[CH:8][CH:9]=2)[CH:4]=[CH:3][CH:2]=1.[C:32](O[C:32]([O:34][C:35]([CH3:38])([CH3:37])[CH3:36])=[O:33])([O:34][C:35]([CH3:38])([CH3:37])[CH3:36])=[O:33], predict the reaction product. The product is: [C:35]([O:34][C:32]([N:24]1[C:23]2[CH:25]=[CH:26][CH:27]=[C:28]([NH2:29])[C:22]=2[N:21]=[C:20]1[NH:19][CH2:18][CH:15]1[CH2:16][CH2:17][N:12]([CH2:11][C:1]2[C:10]3[C:5](=[CH:6][CH:7]=[CH:8][CH:9]=3)[CH:4]=[CH:3][CH:2]=2)[CH2:13][CH2:14]1)=[O:33])([CH3:38])([CH3:37])[CH3:36].